Predict which catalyst facilitates the given reaction. From a dataset of Catalyst prediction with 721,799 reactions and 888 catalyst types from USPTO. (1) Reactant: [N+:1]([C:4]1[CH:9]=[CH:8][C:7]([C@@H:10]2[CH2:12][C@H:11]2[C:13]([OH:15])=[O:14])=[CH:6][CH:5]=1)([O-])=O.O.O.[Sn](Cl)(Cl)(Cl)Cl. Product: [NH2:1][C:4]1[CH:5]=[CH:6][C:7]([C@@H:10]2[CH2:12][C@H:11]2[C:13]([OH:15])=[O:14])=[CH:8][CH:9]=1. The catalyst class is: 60. (2) Reactant: [NH2:1][C:2]1[CH:7]=[CH:6][C:5]([Cl:8])=[CH:4][N:3]=1.[N:9]1[CH:14]=[CH:13][N:12]=[C:11]2[C:15]([O:17][C:18](=[O:19])[C:10]=12)=[O:16]. Product: [Cl:8][C:5]1[CH:6]=[CH:7][C:2]([NH:1][C:15]([C:11]2[C:10]([C:18]([OH:19])=[O:17])=[N:9][CH:14]=[CH:13][N:12]=2)=[O:16])=[N:3][CH:4]=1. The catalyst class is: 1. (3) Reactant: CO.Cl[C:4]1[C:9]([N+:10]([O-:12])=[O:11])=[CH:8][CH:7]=[C:6]([Cl:13])[N:5]=1.C(N(CC)CC)C.[C:21]1([NH2:28])[CH:26]=[CH:25][CH:24]=[C:23]([NH2:27])[CH:22]=1. Product: [NH2:27][C:23]1[CH:22]=[C:21]([NH:28][C:4]2[C:9]([N+:10]([O-:12])=[O:11])=[CH:8][CH:7]=[C:6]([Cl:13])[N:5]=2)[CH:26]=[CH:25][CH:24]=1. The catalyst class is: 6. (4) Reactant: [OH:1][C@H:2]1[CH2:6][N:5]([C:7](=[O:20])[C@@H:8]([N:10]2[CH2:18][C:17]3[C:12](=[CH:13][CH:14]=[CH:15][CH:16]=3)[C:11]2=[O:19])[CH3:9])[C@H:4]([C:21]([O:23]C)=[O:22])[CH2:3]1.[OH-].[Na+].Cl. Product: [OH:1][C@H:2]1[CH2:6][N:5]([C:7](=[O:20])[C@@H:8]([N:10]2[CH2:18][C:17]3[C:12](=[CH:13][CH:14]=[CH:15][CH:16]=3)[C:11]2=[O:19])[CH3:9])[C@H:4]([C:21]([OH:23])=[O:22])[CH2:3]1. The catalyst class is: 5. (5) Reactant: [CH2:1]([N:5]1[C:17]2[C:16]3[CH:15]=[CH:14][CH:13]=[CH:12][C:11]=3[N:10]=[CH:9][C:8]=2[N:7]=[CH:6]1)[CH:2]([CH3:4])[CH3:3].C(OO)(=[O:20])C. Product: [CH2:1]([N+:5]1([O-:20])[C:17]2[C:16]3[CH:15]=[CH:14][CH:13]=[CH:12][C:11]=3[N:10]=[CH:9][C:8]=2[N:7]=[CH:6]1)[CH:2]([CH3:4])[CH3:3]. The catalyst class is: 11. (6) Reactant: [CH2:1]([N:8]1[CH:12]=[C:11]([C:13]2[CH:14]=[C:15]3[C:19](=[CH:20][CH:21]=2)[N:18](C(OC(C)(C)C)=O)[N:17]=[C:16]3[NH:29][C:30](=[O:33])[CH2:31]Br)[N:10]=[N:9]1)[C:2]1[CH:7]=[CH:6][CH:5]=[CH:4][CH:3]=1.[CH:34]([N:37]([CH:40]([CH3:42])C)CC)([CH3:36])C.N1CCCC1.FC(F)(F)C(O)=O. Product: [CH2:1]([N:8]1[CH:12]=[C:11]([C:13]2[CH:14]=[C:15]3[C:19](=[CH:20][CH:21]=2)[NH:18][N:17]=[C:16]3[NH:29][C:30](=[O:33])[CH2:31][N:37]2[CH2:34][CH2:36][CH2:42][CH2:40]2)[N:10]=[N:9]1)[C:2]1[CH:7]=[CH:6][CH:5]=[CH:4][CH:3]=1. The catalyst class is: 10. (7) Reactant: [C:1]1([CH2:7][NH:8][C:9]([C:11]2[CH:16]=[C:15]([C:17]3[C:21]4[CH:22]=[CH:23][CH:24]=[CH:25][C:20]=4[O:19][N:18]=3)[C:14]([O:26]C)=[CH:13][C:12]=2[O:28]C)=[O:10])[CH:6]=[CH:5][CH:4]=[CH:3][CH:2]=1.B(Br)(Br)Br. Product: [C:1]1([CH2:7][NH:8][C:9]([C:11]2[CH:16]=[C:15]([C:17]3[C:21]4[CH:22]=[CH:23][CH:24]=[CH:25][C:20]=4[O:19][N:18]=3)[C:14]([OH:26])=[CH:13][C:12]=2[OH:28])=[O:10])[CH:6]=[CH:5][CH:4]=[CH:3][CH:2]=1. The catalyst class is: 4. (8) Reactant: [OH-].[Na+].[CH2:3]([NH:10][C:11](=[O:41])[N:12]([C:14]1[CH:15]=[C:16]([C:20]2[CH:25]=[CH:24][C:23]([CH2:26][CH2:27][C:28]([O:30]C)=[O:29])=[CH:22][C:21]=2[O:32][CH2:33][CH2:34][N:35]2[CH2:40][CH2:39][O:38][CH2:37][CH2:36]2)[CH:17]=[CH:18][CH:19]=1)[CH3:13])[CH2:4][CH2:5][CH2:6][CH2:7][CH2:8][CH3:9].O. Product: [CH2:3]([NH:10][C:11](=[O:41])[N:12]([C:14]1[CH:15]=[C:16]([C:20]2[CH:25]=[CH:24][C:23]([CH2:26][CH2:27][C:28]([OH:30])=[O:29])=[CH:22][C:21]=2[O:32][CH2:33][CH2:34][N:35]2[CH2:40][CH2:39][O:38][CH2:37][CH2:36]2)[CH:17]=[CH:18][CH:19]=1)[CH3:13])[CH2:4][CH2:5][CH2:6][CH2:7][CH2:8][CH3:9]. The catalyst class is: 15. (9) Reactant: [C:1](=[N:14][C:15]1[C:20]([F:21])=[CH:19][CH:18]=[CH:17][N:16]=1)([C:8]1C=CC=CC=1)C1C=CC=CC=1.C(OC(OCC)CBr)C.Br.O. Product: [F:21][C:20]1[C:15]2[N:16]([CH:8]=[CH:1][N:14]=2)[CH:17]=[CH:18][CH:19]=1. The catalyst class is: 32. (10) Reactant: [Br:1][C:2]1[CH:3]=[CH:4][C:5]([OH:12])=[C:6]([CH:11]=1)[C:7]([NH:9]O)=[O:8].C(N1C=CN=C1)(N1C=CN=C1)=O. Product: [Br:1][C:2]1[CH:3]=[CH:4][C:5]2[O:12][N:9]=[C:7]([OH:8])[C:6]=2[CH:11]=1. The catalyst class is: 1.